From a dataset of HIV replication inhibition screening data with 41,000+ compounds from the AIDS Antiviral Screen. Binary Classification. Given a drug SMILES string, predict its activity (active/inactive) in a high-throughput screening assay against a specified biological target. (1) The drug is CC(=O)Nc1ccc2c(c1)nc1c3ccccc3ccn21. The result is 0 (inactive). (2) The drug is COC1=CC(c2ccc(Br)[nH]2)=NC1=CNCC(C)C. The result is 0 (inactive). (3) The molecule is N#Cc1c(=O)c2cccnc2n2c1[nH]c1ccccc12. The result is 0 (inactive). (4) The molecule is CCCCS(=O)CCC(N)P(=O)(O)O. The result is 0 (inactive). (5) The compound is CC(=O)OC1CCn2nnc(COC(=O)NC(C)C)c21. The result is 0 (inactive). (6) The molecule is O=C(O)CSc1c([N+](=O)[O-])cc(C(F)(F)F)cc1[N+](=O)[O-]. The result is 0 (inactive). (7) The drug is CC1=C(C)C23Cn4c(=O)n(-c5ccccc5)c(=O)n4C2(C)C1(C)C3C. The result is 0 (inactive). (8) The drug is CCCCCCCCCCCCCC1=NCC(C)(C)N1. The result is 0 (inactive). (9) The compound is COCC(=O)C1(O)Cc2c(O)c3c(c(O)c2C(OC2CC(N)C(O)C(C)O2)C1)C(=O)c1c(OC)cccc1C3=O. The result is 0 (inactive). (10) The drug is CN(C)P1(=O)NCC(C)(C)CO1. The result is 0 (inactive).